Predict the reactants needed to synthesize the given product. From a dataset of Full USPTO retrosynthesis dataset with 1.9M reactions from patents (1976-2016). (1) Given the product [F:32][C:31]1[CH:30]=[CH:29][CH:28]=[C:27]([F:33])[C:26]=1[O:25][C:23]1[CH2:24][N:20]([CH:12]([CH2:13][CH:14]2[CH2:15][CH2:16][O:17][CH2:18][CH2:19]2)[C:11]([NH:10][C:7]2[CH:8]=[CH:9][N:61]([CH2:64][C:65]([OH:67])([CH3:68])[CH3:66])[N:6]=2)=[O:35])[C:21](=[O:34])[CH:22]=1, predict the reactants needed to synthesize it. The reactants are: COC(=O)C1[CH:9]=[CH:8][C:7]([NH:10][C:11](=[O:35])[CH:12]([N:20]2[CH2:24][C:23]([O:25][C:26]3[C:31]([F:32])=[CH:30][CH:29]=[CH:28][C:27]=3[F:33])=[CH:22][C:21]2=[O:34])[CH2:13][CH:14]2[CH2:19][CH2:18][O:17][CH2:16][CH2:15]2)=[N:6]C=1.CN(C)CCCN=C=NCC.ON1C2C=CC=CC=2N=N1.NC1C=C[N:61]([CH2:64][C:65]([CH3:68])([OH:67])[CH3:66])N=1. (2) Given the product [F:26][C:27]1[CH:32]=[CH:31][C:30]([C:4]2[CH:3]=[C:2]([CH3:1])[CH:11]=[CH:10][C:5]=2[C:6]([O:8][CH3:9])=[O:7])=[CH:29][CH:28]=1, predict the reactants needed to synthesize it. The reactants are: [CH3:1][C:2]1[CH:11]=[CH:10][C:5]([C:6]([O:8][CH3:9])=[O:7])=[C:4](OS(C(F)(F)F)(=O)=O)[CH:3]=1.C(=O)([O-])[O-].[Na+].[Na+].[F:26][C:27]1[CH:32]=[CH:31][C:30](B(O)O)=[CH:29][CH:28]=1.[Cl-].[Li+].